Dataset: Full USPTO retrosynthesis dataset with 1.9M reactions from patents (1976-2016). Task: Predict the reactants needed to synthesize the given product. (1) Given the product [C:1]([O:5][C:6]([N:8]([CH3:27])[C:9]1[S:10][C:11]([C:20]([O:22][CH2:23][CH3:24])=[O:21])=[C:12]([CH2:14][C:15]([O:17][CH2:18][CH3:19])=[O:16])[N:13]=1)=[O:7])([CH3:4])([CH3:2])[CH3:3], predict the reactants needed to synthesize it. The reactants are: [C:1]([O:5][C:6]([NH:8][C:9]1[S:10][C:11]([C:20]([O:22][CH2:23][CH3:24])=[O:21])=[C:12]([CH2:14][C:15]([O:17][CH2:18][CH3:19])=[O:16])[N:13]=1)=[O:7])([CH3:4])([CH3:3])[CH3:2].CI.[C:27]([O-])([O-])=O.[K+].[K+]. (2) Given the product [C:26]1([N:25]([C:19]2[CH:20]=[CH:21][CH:22]=[CH:23][CH:24]=2)[C:2]2[CH:15]=[CH:14][C:13]3[C:4](=[C:5]([N:25]([C:34]4[CH:33]=[CH:36][CH:49]=[CH:47][CH:50]=4)[C:19]4[CH:24]=[CH:23][CH:22]=[CH:21][CH:20]=4)[C:6]4[C:11]([C:12]=3[N:25]([C:19]3[CH:20]=[CH:21][CH:22]=[CH:23][CH:24]=3)[C:26]3[CH:27]=[CH:28][CH:29]=[CH:30][CH:31]=3)=[CH:10][C:9]([N:25]([C:19]3[CH:20]=[CH:21][CH:22]=[CH:23][CH:24]=3)[C:26]3[CH:27]=[CH:28][CH:29]=[CH:30][CH:31]=3)=[CH:8][CH:7]=4)[CH:3]=2)[CH:27]=[CH:28][CH:29]=[CH:30][CH:31]=1, predict the reactants needed to synthesize it. The reactants are: Br[C:2]1[CH:15]=[CH:14][C:13]2[C:4](=[C:5](Br)[C:6]3[C:11]([C:12]=2Br)=[CH:10][C:9](Br)=[CH:8][CH:7]=3)[CH:3]=1.[C:19]1([NH:25][C:26]2[CH:31]=[CH:30][CH:29]=[CH:28][CH:27]=2)[CH:24]=[CH:23][CH:22]=[CH:21][CH:20]=1.C[C:33]([CH3:36])([O-])[CH3:34].[Na+].C(P([C:47]([CH3:50])([CH3:49])C)C(C)(C)C)(C)(C)C. (3) Given the product [C:1]([O:5][C:6](=[O:29])[NH:7][CH2:8][CH2:9][CH2:10][O:11][C:12]1[C:21]2[C:16](=[CH:17][CH:18]=[CH:19][CH:20]=2)[C:15]([CH2:22][CH2:23][CH2:24][CH2:25][NH2:26])=[CH:14][CH:13]=1)([CH3:2])([CH3:4])[CH3:3], predict the reactants needed to synthesize it. The reactants are: [C:1]([O:5][C:6](=[O:29])[NH:7][CH2:8][CH2:9][CH2:10][O:11][C:12]1[C:21]2[C:16](=[CH:17][CH:18]=[CH:19][CH:20]=2)[C:15]([CH:22]=[CH:23][CH2:24][CH2:25][N:26]=[N+]=[N-])=[CH:14][CH:13]=1)([CH3:4])([CH3:3])[CH3:2]. (4) Given the product [Cl:44][C:41]1[CH:42]=[CH:43][C:38]([C:35]([OH:34])([CH2:37][OH:36])[CH2:21][N:17]2[CH:18]=[CH:19][C:14]([C:12]3[CH:11]=[CH:10][N:9]=[C:8]([NH:7][CH:4]4[CH2:5][CH2:6][O:1][CH2:2][CH2:3]4)[N:13]=3)=[CH:15][C:16]2=[O:20])=[CH:39][C:40]=1[F:45], predict the reactants needed to synthesize it. The reactants are: [O:1]1[CH2:6][CH2:5][CH:4]([NH:7][C:8]2[N:13]=[C:12]([C:14]3[CH:19]=[CH:18][NH:17][C:16](=[O:20])[CH:15]=3)[CH:11]=[CH:10][N:9]=2)[CH2:3][CH2:2]1.[C:21]([O-])([O-])=O.[K+].[K+].C([Si]([O:34][C:35]1([C:38]2[CH:43]=[CH:42][C:41]([Cl:44])=[C:40]([F:45])[CH:39]=2)[CH2:37][O:36]1)(C)C)(C)(C)C. (5) Given the product [OH2:5].[C:24]([O-:27])(=[O:26])[CH3:25].[Cu+2:28].[C:29]([O-:32])(=[O:31])[CH3:30], predict the reactants needed to synthesize it. The reactants are: C(OCCCC)(=O)C1C(=CC=CC=1)C(OCC1C=CC=CC=1)=[O:5].[C:24]([O-:27])(=[O:26])[CH3:25].[Cu+2:28].[C:29]([O-:32])(=[O:31])[CH3:30]. (6) Given the product [NH2:33][CH:13]([CH:14]1[CH2:15][CH2:16][CH:17]([NH:20][CH2:21][C:22]2[N:23]=[CH:24][C:25]3[O:26][CH2:27][C:28](=[O:32])[NH:29][C:30]=3[N:31]=2)[CH2:18][CH2:19]1)[CH2:12][N:9]1[C:10]2[C:5](=[CH:4][CH:3]=[C:2]([F:1])[CH:11]=2)[N:6]=[CH:7][C:8]1=[O:46], predict the reactants needed to synthesize it. The reactants are: [F:1][C:2]1[CH:11]=[C:10]2[C:5]([N:6]=[CH:7][C:8](=[O:46])[N:9]2[CH2:12][CH:13]([NH:33]S(C2C=CC=CC=2[N+]([O-])=O)(=O)=O)[C@H:14]2[CH2:19][CH2:18][C@H:17]([NH:20][CH2:21][C:22]3[N:23]=[CH:24][C:25]4[O:26][CH2:27][C:28](=[O:32])[NH:29][C:30]=4[N:31]=3)[CH2:16][CH2:15]2)=[CH:4][CH:3]=1.C1(S)C=CC=CC=1.C(=O)([O-])[O-].[K+].[K+]. (7) Given the product [Br:1][C:2]1[C:10]([O:27][CH2:20][C:21]2[CH:26]=[CH:25][CH:24]=[CH:23][CH:22]=2)=[CH:9][CH:8]=[C:7]2[C:3]=1[CH:4]=[CH:5][N:6]2[S:11]([C:14]1[CH:15]=[CH:16][CH:17]=[CH:18][CH:19]=1)(=[O:13])=[O:12], predict the reactants needed to synthesize it. The reactants are: [Br:1][C:2]1[CH:10]=[CH:9][CH:8]=[C:7]2[C:3]=1[CH:4]=[CH:5][N:6]2[S:11]([C:14]1[CH:19]=[CH:18][CH:17]=[CH:16][CH:15]=1)(=[O:13])=[O:12].[CH2:20]([O:27]C1C(Br)=C2C(=CC=1)NC=C2)[C:21]1[CH:26]=[CH:25][CH:24]=[CH:23][CH:22]=1. (8) Given the product [S:16]1[CH:17]=[CH:18][N:19]=[C:15]1[N:10]1[CH:14]=[CH:13][CH:12]=[C:11]1[CH:7]=[O:8], predict the reactants needed to synthesize it. The reactants are: O(Cl)Cl.[P+5].CN(C)[CH:7]=[O:8].[N:10]1([C:15]2[S:16][CH:17]=[CH:18][N:19]=2)[CH:14]=[CH:13][CH:12]=[CH:11]1.[OH-].[Na+]. (9) Given the product [CH3:21][NH:23][C:14]([C@H:11]1[CH2:12][CH2:13][C@H:9]([NH:8][C:6](=[O:7])[O:5][C:1]([CH3:4])([CH3:3])[CH3:2])[CH2:10]1)=[O:16], predict the reactants needed to synthesize it. The reactants are: [C:1]([O:5][C:6]([NH:8][C@H:9]1[CH2:13][CH2:12][C@H:11]([C:14]([OH:16])=O)[CH2:10]1)=[O:7])([CH3:4])([CH3:3])[CH3:2].C1C=CC2N(O)N=[N:23][C:21]=2C=1.C(Cl)CCl.CN.C1COCC1.